Dataset: Full USPTO retrosynthesis dataset with 1.9M reactions from patents (1976-2016). Task: Predict the reactants needed to synthesize the given product. Given the product [C:1]([O:9][CH2:10][C@@H:11]1[CH2:15][C@H:14]([O:16][S:27]([C:26]([F:39])([F:38])[F:25])(=[O:29])=[O:28])[CH:13]([O:17][CH3:18])[O:12]1)(=[O:8])[C:2]1[CH:3]=[CH:4][CH:5]=[CH:6][CH:7]=1, predict the reactants needed to synthesize it. The reactants are: [C:1]([O:9][CH2:10][C@@H:11]1[CH2:15][C@H:14]([OH:16])[CH:13]([O:17][CH3:18])[O:12]1)(=[O:8])[C:2]1[CH:7]=[CH:6][CH:5]=[CH:4][CH:3]=1.N1C=CC=CC=1.[F:25][C:26]([F:39])([F:38])[S:27](O[S:27]([C:26]([F:39])([F:38])[F:25])(=[O:29])=[O:28])(=[O:29])=[O:28].